Dataset: Full USPTO retrosynthesis dataset with 1.9M reactions from patents (1976-2016). Task: Predict the reactants needed to synthesize the given product. (1) Given the product [CH3:40][O:39][C:36]1[CH:37]=[CH:38][C:22]([C:20](=[O:21])[C:19]2[CH:18]=[CH:17][C:16]([O:15][CH2:2][C:3]3[O:7][N:6]=[C:5]([C:8]4[CH:13]=[CH:12][C:11]([Cl:14])=[CH:10][CH:9]=4)[N:4]=3)=[CH:42][CH:41]=2)=[C:23]([CH:35]=1)[O:24][C:25]([CH3:34])([CH3:33])[C:26]([OH:28])=[O:27], predict the reactants needed to synthesize it. The reactants are: Cl[CH2:2][C:3]1[O:7][N:6]=[C:5]([C:8]2[CH:13]=[CH:12][C:11]([Cl:14])=[CH:10][CH:9]=2)[N:4]=1.[OH:15][C:16]1[CH:42]=[CH:41][C:19]([C:20]([C:22]2[CH:38]=[CH:37][C:36]([O:39][CH3:40])=[CH:35][C:23]=2[O:24][C:25]([CH3:34])([CH3:33])[C:26]([O:28]C(C)(C)C)=[O:27])=[O:21])=[CH:18][CH:17]=1.C(=O)([O-])[O-].[K+].[K+].CN(C)C=O. (2) The reactants are: [CH:1](/[C:9]1[CH:14]=[CH:13][C:12]([C:15]([F:18])([F:17])[F:16])=[CH:11][C:10]=1[C:19]1[N:23]=[N:22][NH:21][C:20]=1[C:24]#[N:25])=[CH:2]\[C:3]1[CH:8]=[CH:7][CH:6]=[CH:5][CH:4]=1. Given the product [CH2:1]([C:9]1[CH:14]=[CH:13][C:12]([C:15]([F:16])([F:17])[F:18])=[CH:11][C:10]=1[C:19]1[N:23]=[N:22][NH:21][C:20]=1[C:24]#[N:25])[CH2:2][C:3]1[CH:4]=[CH:5][CH:6]=[CH:7][CH:8]=1, predict the reactants needed to synthesize it.